Dataset: Reaction yield outcomes from USPTO patents with 853,638 reactions. Task: Predict the reaction yield, written as a fraction of the theoretical maximum amount of product (1.0 means a 100% yield; for example, 0.34 means a 34% yield). The reactants are [F:1][C:2]1[CH:7]=[CH:6][C:5]([CH2:8][O:9][C:10]2[N:14]([C:15]3[CH:20]=[C:19]([C:21]#[N:22])[CH:18]=[CH:17][N:16]=3)[N:13]=[CH:12][C:11]=2[CH2:23][CH2:24][OH:25])=[CH:4][CH:3]=1.CCN(CC)CC.[CH3:33][S:34](Cl)(=[O:36])=[O:35].O. The catalyst is C(Cl)Cl. The product is [CH3:33][S:34]([O:25][CH2:24][CH2:23][C:11]1[CH:12]=[N:13][N:14]([C:15]2[CH:20]=[C:19]([C:21]#[N:22])[CH:18]=[CH:17][N:16]=2)[C:10]=1[O:9][CH2:8][C:5]1[CH:6]=[CH:7][C:2]([F:1])=[CH:3][CH:4]=1)(=[O:36])=[O:35]. The yield is 0.870.